Predict which catalyst facilitates the given reaction. From a dataset of Catalyst prediction with 721,799 reactions and 888 catalyst types from USPTO. (1) Reactant: [O:1]=[C:2]1[C:10]2[C:5](=[CH:6][CH:7]=[CH:8][CH:9]=2)[C:4](=[C:11]2[CH2:21][C:13]3([CH2:16][CH:15]([C:17]([O:19][CH3:20])=[O:18])[CH2:14]3)[CH2:12]2)O1.O1CCOCC1.O.[NH2:29][NH2:30]. Product: [O:1]=[C:2]1[C:10]2[C:5](=[CH:6][CH:7]=[CH:8][CH:9]=2)[C:4]([CH:11]2[CH2:21][C:13]3([CH2:16][CH:15]([C:17]([O:19][CH3:20])=[O:18])[CH2:14]3)[CH2:12]2)=[N:30][NH:29]1. The catalyst class is: 25. (2) Reactant: C(N1CN(C)CN([C:10]2[S:11][C:12]3[C:18]([CH2:19][C:20]#[N:21])=[C:17]([N+:22]([O-:24])=O)[CH:16]=[CH:15][C:13]=3[N:14]=2)C1=O)C.C(N(CC)CC)C.C[Si](Cl)(C)C. Product: [S:11]1[C:12]2[C:18]3[C:17]([CH:16]=[CH:15][C:13]=2[N:14]=[CH:10]1)=[N:22][O:24][C:19]=3[C:20]#[N:21]. The catalyst class is: 9. (3) Reactant: [O:1]=[C:2]1[NH:6][C:5]([C:7]2[CH:12]=[CH:11][CH:10]=[CH:9][CH:8]=2)=[CH:4][N:3]1[CH2:13][C:14]([O:16][C:17]([CH3:20])([CH3:19])[CH3:18])=[O:15].[CH:21]1([CH2:24]Br)[CH2:23][CH2:22]1.C(=O)([O-])[O-].[Cs+].[Cs+]. Product: [CH:21]1([CH2:24][N:6]2[C:5]([C:7]3[CH:12]=[CH:11][CH:10]=[CH:9][CH:8]=3)=[CH:4][N:3]([CH2:13][C:14]([O:16][C:17]([CH3:20])([CH3:19])[CH3:18])=[O:15])[C:2]2=[O:1])[CH2:23][CH2:22]1. The catalyst class is: 21.